This data is from Reaction yield outcomes from USPTO patents with 853,638 reactions. The task is: Predict the reaction yield, written as a fraction of the theoretical maximum amount of product (1.0 means a 100% yield; for example, 0.34 means a 34% yield). (1) The yield is 0.850. The catalyst is C(O)C. The reactants are [CH3:1][C:2]1[CH:7]=[CH:6][N:5]=[C:4]([C:8]([NH2:10])=O)[CH:3]=1.[C:11]1(N)[CH:16]=[CH:15][CH:14]=[CH:13][C:12]=1[NH2:17].O. The product is [CH3:1][C:2]1[CH:7]=[CH:6][N:5]=[C:4]([C:8]2[NH:10][C:11]3[CH:16]=[CH:15][CH:14]=[CH:13][C:12]=3[N:17]=2)[CH:3]=1. (2) The product is [Cl:1][C:2]1[CH:3]=[C:4]([CH:10]([CH2:20][C@H:21]2[CH2:25][CH2:24][CH2:23][O:22]2)[C:11]([NH:13][C:14]2[CH:19]=[N:18][CH:17]=[CH:16][N:15]=2)=[O:12])[CH:5]=[CH:6][C:7]=1[S:8]([CH3:9])(=[O:27])=[O:37]. The yield is 0.671. The catalyst is CO. The reactants are [Cl:1][C:2]1[CH:3]=[C:4]([CH:10]([CH2:20][C@H:21]2[CH2:25][CH2:24][CH2:23][O:22]2)[C:11]([NH:13][C:14]2[CH:19]=[N:18][CH:17]=[CH:16][N:15]=2)=[O:12])[CH:5]=[CH:6][C:7]=1[S:8][CH3:9].C(O)=[O:27].OO.[Mn]([O-])(=O)(=O)=O.[K+].[OH2:37]. (3) The reactants are Br[C:2]1[CH:7]=[C:6]([Cl:8])[CH:5]=[C:4]([Cl:9])[CH:3]=1.[Li]CCCC.C1([C:21](=[O:30])[CH2:22][C:23]2[CH:24]=[C:25](C)[CH:26]=[CH:27][CH:28]=2)C=CC=CC=1. The catalyst is C1COCC1. The product is [Cl:9][C:4]1[CH:3]=[C:2]([C:21](=[O:30])[CH2:22][C:23]2[CH:24]=[CH:25][CH:26]=[CH:27][CH:28]=2)[CH:7]=[C:6]([Cl:8])[CH:5]=1. The yield is 0.194. (4) The reactants are [CH2:1]([C:3]1[NH:4][C:5]([C:8]2[C:9](F)=[CH:10][C:11]([CH3:30])=[C:12]([C:14]([N:16]3[CH2:21][CH2:20][CH:19]([C:22]4[CH:29]=[CH:28][C:25]([C:26]#[N:27])=[CH:24][CH:23]=4)[CH2:18][CH2:17]3)=[O:15])[CH:13]=2)=[N:6][N:7]=1)[CH3:2].Cl.[NH:33]1[CH2:36][CH2:35][CH2:34]1.C(=O)([O-])[O-].[K+].[K+]. The catalyst is O1CCOCC1. The product is [N:33]1([C:9]2[C:8]([C:5]3[NH:4][C:3]([CH2:1][CH3:2])=[N:7][N:6]=3)=[CH:13][C:12]([C:14]([N:16]3[CH2:17][CH2:18][CH:19]([C:22]4[CH:23]=[CH:24][C:25]([C:26]#[N:27])=[CH:28][CH:29]=4)[CH2:20][CH2:21]3)=[O:15])=[C:11]([CH3:30])[CH:10]=2)[CH2:36][CH2:35][CH2:34]1. The yield is 0.200. (5) The reactants are [OH:1][C:2]1[CH:12]=[CH:11][CH:10]=[C:4]2[C:5]([O:7][C:8](=[O:9])[C:3]=12)=O.[CH3:13][O:14][C:15]1[CH:22]=[CH:21][C:18]([CH2:19][NH2:20])=[CH:17][CH:16]=1.C(O)(=O)C. The catalyst is O. The product is [OH:1][C:2]1[CH:12]=[CH:11][CH:10]=[C:4]2[C:3]=1[C:8](=[O:9])[N:20]([CH2:19][C:18]1[CH:21]=[CH:22][C:15]([O:14][CH3:13])=[CH:16][CH:17]=1)[C:5]2=[O:7]. The yield is 0.810. (6) The reactants are N1C=CN=C1.C(N(CC)C(C)C)(C)C.[Si:15](Cl)([C:28]([CH3:31])([CH3:30])[CH3:29])([C:22]1C=CC=CC=1)[C:16]1C=CC=CC=1.[CH3:33][O:34][C:35]([C@H:37]1[CH2:41][C@H:40]([OH:42])[CH2:39][N:38]1[C:43]([O:45][CH2:46][C:47]1[CH:52]=[CH:51][CH:50]=[CH:49][CH:48]=1)=[O:44])=[O:36]. The catalyst is CN(C)C=O. The product is [CH3:33][O:34][C:35]([C@H:37]1[CH2:41][C@H:40]([O:42][Si:15]([C:28]([CH3:31])([CH3:30])[CH3:29])([CH3:22])[CH3:16])[CH2:39][N:38]1[C:43]([O:45][CH2:46][C:47]1[CH:52]=[CH:51][CH:50]=[CH:49][CH:48]=1)=[O:44])=[O:36]. The yield is 0.600. (7) The reactants are [C:1]([O:5][C:6]([N:8]1[CH2:13][CH2:12][N:11]([S:14]([C:17]2[C:22]([Cl:23])=[CH:21][CH:20]=[C:19]([NH2:24])[C:18]=2[OH:25])(=[O:16])=[O:15])[CH2:10][CH2:9]1)=[O:7])([CH3:4])([CH3:3])[CH3:2].[Cl:26][C:27]1[C:28]([F:38])=[C:29]([CH:35]=[CH:36][CH:37]=1)C(N=[N+]=[N-])=O.C[N:40](C)[CH:41]=[O:42]. The catalyst is C(OCC)(=O)C. The product is [C:1]([O:5][C:6]([N:8]1[CH2:9][CH2:10][N:11]([S:14]([C:17]2[C:22]([Cl:23])=[CH:21][CH:20]=[C:19]([NH:24][C:41]([NH:40][C:37]3[CH:36]=[CH:35][CH:29]=[C:28]([F:38])[C:27]=3[Cl:26])=[O:42])[C:18]=2[OH:25])(=[O:15])=[O:16])[CH2:12][CH2:13]1)=[O:7])([CH3:4])([CH3:2])[CH3:3]. The yield is 0.660.